Predict the reactants needed to synthesize the given product. From a dataset of Full USPTO retrosynthesis dataset with 1.9M reactions from patents (1976-2016). (1) Given the product [CH3:1][O:2][C:3](=[O:30])[C:4]([CH3:29])([O:6][C:7]1[CH:8]=[C:9]([CH:13]2[C:22]([CH3:24])([CH3:23])[CH2:21][C:20]3[C:15](=[CH:16][CH:17]=[C:18]([C:25]([O:27][CH3:28])=[O:26])[CH:19]=3)[NH:14]2)[CH:10]=[CH:11][CH:12]=1)[CH3:5], predict the reactants needed to synthesize it. The reactants are: [CH3:1][O:2][C:3](=[O:30])[C:4]([CH3:29])([O:6][C:7]1[CH:8]=[C:9]([C:13]2[C:22]([CH3:24])([CH3:23])[CH2:21][C:20]3[C:15](=[CH:16][CH:17]=[C:18]([C:25]([O:27][CH3:28])=[O:26])[CH:19]=3)[N:14]=2)[CH:10]=[CH:11][CH:12]=1)[CH3:5]. (2) Given the product [Cl:60][C:58]1[CH:59]=[C:54]([O:53][CH2:52][CH:51]=[C:50]([Cl:63])[Cl:49])[CH:55]=[C:56]([Cl:62])[C:57]=1[O:15][CH2:14][CH2:13][CH:11]1[CH2:10][O:9][CH:8]([C:5]2[CH:4]=[CH:3][C:2]([Cl:1])=[CH:7][CH:6]=2)[O:12]1, predict the reactants needed to synthesize it. The reactants are: [Cl:1][C:2]1[CH:7]=[CH:6][C:5]([CH:8]2[O:12][CH:11]([CH2:13][CH2:14][OH:15])[CH2:10][O:9]2)=[CH:4][CH:3]=1.C1(P(C2C=CC=CC=2)C2C=CC=CC=2)C=CC=CC=1.N(C(OC(C)C)=O)=NC(OC(C)C)=O.[Cl:49][C:50]([Cl:63])=[CH:51][CH2:52][O:53][C:54]1[CH:59]=[C:58]([Cl:60])[C:57](O)=[C:56]([Cl:62])[CH:55]=1.